Regression. Given a peptide amino acid sequence and an MHC pseudo amino acid sequence, predict their binding affinity value. This is MHC class I binding data. From a dataset of Peptide-MHC class I binding affinity with 185,985 pairs from IEDB/IMGT. (1) The peptide sequence is ILIGVVITWI. The MHC is HLA-A02:01 with pseudo-sequence HLA-A02:01. The binding affinity (normalized) is 0.528. (2) The peptide sequence is TIQKDINIT. The MHC is HLA-A02:06 with pseudo-sequence HLA-A02:06. The binding affinity (normalized) is 0.00721. (3) The MHC is HLA-A02:03 with pseudo-sequence HLA-A02:03. The binding affinity (normalized) is 0.0847. The peptide sequence is NHDGIQAGV. (4) The peptide sequence is NELQTLPSL. The MHC is HLA-B40:01 with pseudo-sequence HLA-B40:01. The binding affinity (normalized) is 0.0847. (5) The peptide sequence is LMFSTSAYL. The MHC is HLA-A24:02 with pseudo-sequence HLA-A24:02. The binding affinity (normalized) is 0.248. (6) The peptide sequence is ARFFPYYV. The MHC is HLA-B27:05 with pseudo-sequence HLA-B27:05. The binding affinity (normalized) is 0.111. (7) The peptide sequence is DELVDPINY. The MHC is HLA-B37:01 with pseudo-sequence HLA-B37:01. The binding affinity (normalized) is 0.0551.